From a dataset of Forward reaction prediction with 1.9M reactions from USPTO patents (1976-2016). Predict the product of the given reaction. (1) Given the reactants [CH3:1][C:2]1[CH:19]=[C:18]([N+:20]([O-])=O)[CH:17]=[CH:16][C:3]=1[O:4][C:5]1[CH:6]=[C:7]([C:11]2([C:14]#[N:15])[CH2:13][CH2:12]2)[CH:8]=[CH:9][CH:10]=1.[Cl-].[Ca+2].[Cl-].C(O)C, predict the reaction product. The product is: [NH2:20][C:18]1[CH:17]=[CH:16][C:3]([O:4][C:5]2[CH:6]=[C:7]([C:11]3([C:14]#[N:15])[CH2:12][CH2:13]3)[CH:8]=[CH:9][CH:10]=2)=[C:2]([CH3:1])[CH:19]=1. (2) Given the reactants [C:1]([C:3]1[CH:4]=[C:5]([CH:10]=[C:11]([I:15])[C:12]=1[O:13][CH3:14])[C:6]([O:8]C)=[O:7])#[N:2].O.[OH-].[Li+], predict the reaction product. The product is: [C:1]([C:3]1[CH:4]=[C:5]([CH:10]=[C:11]([I:15])[C:12]=1[O:13][CH3:14])[C:6]([OH:8])=[O:7])#[N:2]. (3) Given the reactants [NH:1]1[C:9]2[C:4](=[CH:5][CH:6]=[C:7]([C:10]([O:12][CH3:13])=[O:11])[CH:8]=2)[CH:3]=[CH:2]1.[Cl-].[Al+3].[Cl-].[Cl-].[C:18](Cl)(=[O:20])[CH3:19].C(=O)([O-])O.[Na+], predict the reaction product. The product is: [C:18]([C:3]1[C:4]2[C:9](=[CH:8][C:7]([C:10]([O:12][CH3:13])=[O:11])=[CH:6][CH:5]=2)[NH:1][CH:2]=1)(=[O:20])[CH3:19]. (4) Given the reactants [CH3:1][O:2][C:3](=[O:16])[CH2:4][C:5]1[C:13]2[C:8](=[N:9][CH:10]=[CH:11][CH:12]=2)[NH:7][C:6]=1[CH2:14][CH3:15].CCN(P1(N(C)CCCN1C)=NC(C)(C)C)CC.[F:35][C:36]([F:46])([F:45])[C:37]1[CH:44]=[CH:43][C:40]([CH2:41]Br)=[CH:39][CH:38]=1.O, predict the reaction product. The product is: [CH3:1][O:2][C:3](=[O:16])[CH2:4][C:5]1[C:13]2[C:8](=[N:9][CH:10]=[CH:11][CH:12]=2)[N:7]([CH2:41][C:40]2[CH:39]=[CH:38][C:37]([C:36]([F:35])([F:45])[F:46])=[CH:44][CH:43]=2)[C:6]=1[CH2:14][CH3:15]. (5) Given the reactants [CH3:1][CH:2]([CH3:17])[O:3][C:4]1[CH:9]=[CH:8][C:7]([C:10]2[C:11]([NH2:16])=[N:12][CH:13]=[CH:14][CH:15]=2)=[CH:6][CH:5]=1.[H-].[Na+].Cl[CH2:21][CH2:22][S:23](Cl)(=[O:25])=[O:24].O, predict the reaction product. The product is: [CH3:1][CH:2]([CH3:17])[O:3][C:4]1[CH:5]=[CH:6][C:7]([C:10]2[C:11]3=[N:16][S:23](=[O:25])(=[O:24])[CH2:22][CH2:21][N:12]3[CH:13]=[CH:14][CH:15]=2)=[CH:8][CH:9]=1.